This data is from Full USPTO retrosynthesis dataset with 1.9M reactions from patents (1976-2016). The task is: Predict the reactants needed to synthesize the given product. Given the product [C:42]([NH:41][C@@H:37]1[C@@H:36]([OH:45])[C@H:35]([OH:46])[C@@H:34]([CH2:33][OH:32])[O:40][CH:38]1[OH:39])(=[O:44])[CH3:43], predict the reactants needed to synthesize it. The reactants are: P(OC[C@H]1O[C@@H](N2C3N=CN=C(N)C=3N=C2)[C@H](O)[C@@H]1O)(OP(O)(O)=O)(=O)O.P([O:32][CH2:33][C@H:34]1[O:40][CH:38]([OH:39])[C@H:37]([NH:41][C:42](=[O:44])[CH3:43])[C@@H:36]([OH:45])[C@@H:35]1[OH:46])(O)(O)=O.P(OC[C@H]1O[C@@H](N2C3N=CN=C(N)C=3N=C2)[C@H](O)[C@@H]1O)(OP(OP(O)(O)=O)(O)=O)(=O)O.C(N[C@@H]1[C@@H](O)[C@H](O)[C@@H](CO)OC1O)(=O)C.